From a dataset of Full USPTO retrosynthesis dataset with 1.9M reactions from patents (1976-2016). Predict the reactants needed to synthesize the given product. (1) Given the product [F:61][C:62]1[CH:63]=[CH:64][C:65]([O:72][CH3:73])=[C:66]([CH2:68][C:69]([NH:1][C:2]2[CH:3]=[CH:4][N:5]([CH3:27])[C:6]3[C:7]=2[CH:8]=[CH:9][C:10]2[N:19]([C:20]4[CH:21]=[CH:22][C:23]([F:26])=[CH:24][CH:25]=4)[CH2:18][CH:17]=[C:12]4[NH:13][C:14](=[O:16])[C:15]=3[C:11]=24)=[O:70])[CH:67]=1, predict the reactants needed to synthesize it. The reactants are: [NH2:1][C:2]1[CH:3]=[CH:4][N:5]([CH3:27])[C:6]2[C:7]=1[CH:8]=[CH:9][C:10]1[N:19]([C:20]3[CH:25]=[CH:24][C:23]([F:26])=[CH:22][CH:21]=3)[CH2:18][CH:17]=[C:12]3[NH:13][C:14](=[O:16])[C:15]=2[C:11]=13.C(N(CC)C(C)C)(C)C.CN(C(ON1N=NC2C=CC=NC1=2)=[N+](C)C)C.F[P-](F)(F)(F)(F)F.[F:61][C:62]1[CH:63]=[CH:64][C:65]([O:72][CH3:73])=[C:66]([CH2:68][C:69](O)=[O:70])[CH:67]=1. (2) Given the product [Br:17][C:8]1[C:7]([F:9])=[CH:6][C:4]([NH2:5])=[CH:3][C:2]=1[Cl:1], predict the reactants needed to synthesize it. The reactants are: [Cl:1][C:2]1[CH:3]=[C:4]([CH:6]=[C:7]([F:9])[CH:8]=1)[NH2:5].C1C(=O)N([Br:17])C(=O)C1.OS([O-])=O.[Na+]. (3) Given the product [N+:13]([C:10]1[CH:11]=[CH:12][C:7]([C:38]#[C:37][C:31]2[CH:36]=[CH:35][CH:34]=[CH:33][CH:32]=2)=[C:8]([NH:16][C:17](=[O:21])[CH2:18][CH2:19][CH3:20])[CH:9]=1)([O-:15])=[O:14], predict the reactants needed to synthesize it. The reactants are: FC(F)(F)S(O[C:7]1[CH:12]=[CH:11][C:10]([N+:13]([O-:15])=[O:14])=[CH:9][C:8]=1[NH:16][C:17](=[O:21])[CH2:18][CH2:19][CH3:20])(=O)=O.C(N(CC)CC)C.[C:31]1([C:37]#[CH:38])[CH:36]=[CH:35][CH:34]=[CH:33][CH:32]=1.[Cl-].[NH4+]. (4) Given the product [CH3:31][C:22]12[CH2:23][C:24]3([NH2:30])[CH2:25][CH:26]([CH2:27][C:20]([CH3:19])([CH2:29]3)[CH2:21]1)[CH2:28]2.[CH3:1][C@@H:2]([C:16]([OH:18])=[O:17])[C:3]1[CH:8]=[CH:7][C:6]([C:9]2[CH:14]=[CH:13][CH:12]=[CH:11][CH:10]=2)=[C:5]([F:15])[CH:4]=1, predict the reactants needed to synthesize it. The reactants are: [CH3:1][C@@H:2]([C:16]([OH:18])=[O:17])[C:3]1[CH:8]=[CH:7][C:6]([C:9]2[CH:14]=[CH:13][CH:12]=[CH:11][CH:10]=2)=[C:5]([F:15])[CH:4]=1.[CH3:19][C:20]12[CH2:29][C:24]3([NH2:30])[CH2:25][CH:26]([CH2:28][C:22]([CH3:31])([CH2:23]3)[CH2:21]1)[CH2:27]2. (5) Given the product [Br:26][C:27]1[C:28]([N:9]([CH:10]2[CH2:11][CH2:12][N:13]([C:16]([O:18][CH2:19][C:20]3[CH:21]=[CH:22][CH:23]=[CH:24][CH:25]=3)=[O:17])[CH2:14][CH2:15]2)[NH:8][C:6]([O:5][C:2]([CH3:1])([CH3:3])[CH3:4])=[O:7])=[N:29][C:30]([Cl:33])=[N:31][CH:32]=1, predict the reactants needed to synthesize it. The reactants are: [CH3:1][C:2]([O:5][C:6]([NH:8][NH:9][CH:10]1[CH2:15][CH2:14][N:13]([C:16]([O:18][CH2:19][C:20]2[CH:25]=[CH:24][CH:23]=[CH:22][CH:21]=2)=[O:17])[CH2:12][CH2:11]1)=[O:7])([CH3:4])[CH3:3].[Br:26][C:27]1[C:28](Cl)=[N:29][C:30]([Cl:33])=[N:31][CH:32]=1.CCN(C(C)C)C(C)C. (6) Given the product [C:23]([C:22]1[CH:21]=[C:20]([O:19][CH2:2][CH2:3][CH2:4][S:5]([N:8]2[CH2:13][CH2:12][CH2:11][CH2:10][CH:9]2[C:14]([O:16][CH2:17][CH3:18])=[O:15])(=[O:7])=[O:6])[CH:27]=[CH:26][CH:25]=1)#[N:24], predict the reactants needed to synthesize it. The reactants are: Cl[CH2:2][CH2:3][CH2:4][S:5]([N:8]1[CH2:13][CH2:12][CH2:11][CH2:10][CH:9]1[C:14]([O:16][CH2:17][CH3:18])=[O:15])(=[O:7])=[O:6].[OH:19][C:20]1[CH:21]=[C:22]([CH:25]=[CH:26][CH:27]=1)[C:23]#[N:24].C(=O)([O-])[O-].[K+].[K+].[I-].[Na+]. (7) Given the product [Br:26][C:27]1[CH:32]=[CH:31][C:30]([CH2:33][C:34]([O:36][CH3:37])=[O:35])=[C:29]([O:38][CH2:40][C:41]2[CH:42]=[C:43]([C:47]3[CH:52]=[CH:51][CH:50]=[C:49]([CH2:53][NH:54][C:55]([O:56][C:57]([CH3:60])([CH3:59])[CH3:58])=[O:61])[CH:48]=3)[CH:44]=[CH:45][CH:46]=2)[CH:28]=1, predict the reactants needed to synthesize it. The reactants are: BrC1C=C(C=CC=1C#N)COC1C=CC=CC=1CC(OC(C)(C)C)=O.[Br:26][C:27]1[CH:32]=[CH:31][C:30]([CH2:33][C:34]([O:36][CH3:37])=[O:35])=[C:29]([OH:38])[CH:28]=1.O[CH2:40][C:41]1[CH:42]=[C:43]([C:47]2[CH:52]=[CH:51][CH:50]=[C:49]([CH2:53][NH:54][C:55](=[O:61])[O:56][C:57]([CH3:60])([CH3:59])[CH3:58])[CH:48]=2)[CH:44]=[CH:45][CH:46]=1.